The task is: Binary Classification. Given a T-cell receptor sequence (or CDR3 region) and an epitope sequence, predict whether binding occurs between them.. This data is from TCR-epitope binding with 47,182 pairs between 192 epitopes and 23,139 TCRs. (1) The epitope is ILHCANFNV. The TCR CDR3 sequence is CSVVLPGGELFF. Result: 1 (the TCR binds to the epitope). (2) The epitope is TFYLTNDVSFL. The TCR CDR3 sequence is CASSPRDREGNEQFF. Result: 0 (the TCR does not bind to the epitope). (3) The epitope is GPGHKARVL. The TCR CDR3 sequence is CSVGEGANYGYTF. Result: 0 (the TCR does not bind to the epitope). (4) The epitope is NYSGVVTTVMF. The TCR CDR3 sequence is CASRQESTEAFF. Result: 0 (the TCR does not bind to the epitope). (5) The epitope is QARQMVQAMRTIGTHP. The TCR CDR3 sequence is CSARDLQGSYNSPLHF. Result: 1 (the TCR binds to the epitope). (6) The epitope is NYSGVVTTVMF. The TCR CDR3 sequence is CASSAVRQGSEKLFF. Result: 1 (the TCR binds to the epitope). (7) The epitope is RLRPGGKKR. The TCR CDR3 sequence is CASSLRQVLLGYTF. Result: 0 (the TCR does not bind to the epitope). (8) The epitope is FVRATATIPI. The TCR CDR3 sequence is CASGLGPEKLFF. Result: 0 (the TCR does not bind to the epitope). (9) The TCR CDR3 sequence is CASTEGTGWTEAFF. The epitope is RPPIFIRRL. Result: 0 (the TCR does not bind to the epitope).